Dataset: Full USPTO retrosynthesis dataset with 1.9M reactions from patents (1976-2016). Task: Predict the reactants needed to synthesize the given product. (1) Given the product [CH3:10][C:11]1([CH3:42])[C:20]2[C:15](=[C:16]([C:21]([NH:7][S:4]([CH:1]3[CH2:3][CH2:2]3)(=[O:6])=[O:5])=[O:22])[CH:17]=[CH:18][CH:19]=2)[NH:14][CH:13]([C:24]2[CH:29]=[CH:28][CH:27]=[C:26]([N:30]3[CH2:31][CH2:32][N:33]([C:36]4[CH:41]=[CH:40][CH:39]=[CH:38][CH:37]=4)[CH2:34][CH2:35]3)[CH:25]=2)[CH2:12]1, predict the reactants needed to synthesize it. The reactants are: [CH:1]1([S:4]([NH2:7])(=[O:6])=[O:5])[CH2:3][CH2:2]1.[H-].[Na+].[CH3:10][C:11]1([CH3:42])[C:20]2[C:15](=[C:16]([C:21](O)=[O:22])[CH:17]=[CH:18][CH:19]=2)[NH:14][CH:13]([C:24]2[CH:29]=[CH:28][CH:27]=[C:26]([N:30]3[CH2:35][CH2:34][N:33]([C:36]4[CH:41]=[CH:40][CH:39]=[CH:38][CH:37]=4)[CH2:32][CH2:31]3)[CH:25]=2)[CH2:12]1.C(N1C=CN=C1)(N1C=CN=C1)=O. (2) Given the product [F:13][C:14]1[CH:15]=[C:16]([CH:19]=[C:20]([F:22])[CH:21]=1)[CH2:17][O:1][CH2:2][C:3]1[O:7][N:6]=[C:5]([C:8]([OH:10])=[O:9])[CH:4]=1, predict the reactants needed to synthesize it. The reactants are: [OH:1][CH2:2][C:3]1[O:7][N:6]=[C:5]([C:8]([O:10]CC)=[O:9])[CH:4]=1.[F:13][C:14]1[CH:15]=[C:16]([CH:19]=[C:20]([F:22])[CH:21]=1)[CH2:17]Br.C1OCCOCCOCCOCCOCCOC1.[H-].[Na+].Cl.[OH-].[K+].